Binary Classification. Given a miRNA mature sequence and a target amino acid sequence, predict their likelihood of interaction. From a dataset of Experimentally validated miRNA-target interactions with 360,000+ pairs, plus equal number of negative samples. (1) The miRNA is hsa-miR-616-5p with sequence ACUCAAAACCCUUCAGUGACUU. The protein sequence of the target gene is MEAGPHPRPGHCCKPGGRLDMNHGFVHHIRRNQIARDDYDKKVKQAAKEKVRRRHTPAPTRPRKPDLQVYLPRHRDVSAHPRNPDYEESGESSSSGGSELEPSGHQLFCLEYEADSGEVTSVIVYQGDDPGKVSEKVSAHTPLDPPMREALKLRIQEEIAKRQSQH. Result: 0 (no interaction). (2) The miRNA is mmu-miR-693-5p with sequence CAGCCACAUCCGAAAGUUUUC. The protein sequence of the target gene is MVLLKEYRVILPVSVDEYQVGQLYSVAEASKNETGGGEGVEVLVNEPYEKDGEKGQYTHKIYHLQSKVPTFVRMLAPEGALNIHEKAWNAYPYCRTVITNEYMKEDFLIKIETWHKPDLGTQENVHKLEPEAWKHVEAVYIDIADRSQVLSKDYKAEEDPAKFKSIKTGRGPLGPNWKQELVNQKDCPYMCAYKLVTVKFKWWGLQNKVENFIHKQERRLFTNFHRQLFCWLDKWVDLTMDDIRRMEEETKRQLDEMRQKDPVKGMTADD. Result: 0 (no interaction).